Dataset: Forward reaction prediction with 1.9M reactions from USPTO patents (1976-2016). Task: Predict the product of the given reaction. (1) Given the reactants [NH2:1][C:2]1[N:7]=[C:6]([Cl:8])[N:5]=[C:4]([NH:9][C:10]2[CH:11]=[C:12]([C:16]([NH2:18])=O)[N:13]([CH3:15])[CH:14]=2)[N:3]=1.FC(F)(F)C(OC(=O)C(F)(F)F)=O.O, predict the reaction product. The product is: [NH2:1][C:2]1[N:7]=[C:6]([Cl:8])[N:5]=[C:4]([NH:9][C:10]2[CH:11]=[C:12]([C:16]#[N:18])[N:13]([CH3:15])[CH:14]=2)[N:3]=1. (2) Given the reactants [CH3:1][N:2]1[C:15]2[CH:14]=[C:13]([CH2:16][C:17](OCC)=[O:18])[CH:12]=[CH:11][C:10]=2[S:9](=[O:23])(=[O:22])[C:8]2[C:3]1=[CH:4][CH:5]=[CH:6][CH:7]=2.I[CH2:25][C@H:26]1[CH2:34][CH2:33][C:28]2([O:32]CCO2)[CH2:27]1.O=C1CC[C@H](C(OC)=O)C1.[CH3:45][O:46][C:47]1[N:52]=[C:51]2[S:53][C:54]([NH2:56])=[N:55][C:50]2=[CH:49][CH:48]=1, predict the reaction product. The product is: [CH3:45][O:46][C:47]1[N:52]=[C:51]2[S:53][C:54]([NH:56][C:17](=[O:18])[CH:16]([C:13]3[CH:12]=[CH:11][C:10]4[S:9](=[O:22])(=[O:23])[C:8]5[C:3](=[CH:4][CH:5]=[CH:6][CH:7]=5)[N:2]([CH3:1])[C:15]=4[CH:14]=3)[CH2:25][C@H:26]3[CH2:34][CH2:33][C:28](=[O:32])[CH2:27]3)=[N:55][C:50]2=[CH:49][CH:48]=1. (3) Given the reactants [CH3:1][O:2][C:3]1[CH:4]=[C:5]([CH:9]=[CH:10][CH:11]=1)[C:6]([NH2:8])=[S:7].[CH2:12]([O:14][C:15](=[O:21])[CH:16](Cl)[C:17](=O)[CH3:18])[CH3:13], predict the reaction product. The product is: [CH2:12]([O:14][C:15]([C:16]1[S:7][C:6]([C:5]2[CH:9]=[CH:10][CH:11]=[C:3]([O:2][CH3:1])[CH:4]=2)=[N:8][C:17]=1[CH3:18])=[O:21])[CH3:13]. (4) Given the reactants [Cl:1][C:2]1[CH:29]=[CH:28][CH:27]=[C:26]([Cl:30])[C:3]=1[C:4]([C:6]1[C:11]([O:12][CH2:13][C:14]2C=CC=[CH:16][C:15]=2F)=[C:10]([O:21][CH3:22])[C:9]([O:23][CH3:24])=[CH:8][C:7]=1[CH3:25])=[O:5].C(OC1C(C(=O)C2C(C)=CC=CC=2C)=C(C)C=C(OC)C=1OC)C1C=CC=CC=1.BrC1C(OC)=C(C(C)=CC=1)C(C1C(OC)=C(OC)C(OC)=CC=1C)=O, predict the reaction product. The product is: [CH2:13]([O:12][C:11]1[C:6]([C:4](=[O:5])[C:3]2[C:2]([Cl:1])=[CH:29][CH:28]=[CH:27][C:26]=2[Cl:30])=[C:7]([CH3:25])[CH:8]=[C:9]([O:23][CH3:24])[C:10]=1[O:21][CH3:22])[CH2:14][CH2:15][CH3:16]. (5) Given the reactants [NH:1]1[C:5]2[CH:6]=[CH:7][CH:8]=[CH:9][C:4]=2[N:3]=[C:2]1[C:10]([C:12]1[CH:33]=[CH:32][C:15]([O:16][C:17]2[C:22]([C:23]3[CH2:28][CH2:27][N:26]([C:29](=[O:31])[CH3:30])[CH2:25][CH:24]=3)=[CH:21][CH:20]=[CH:19][N:18]=2)=[CH:14][CH:13]=1)=[O:11].C(O)(=O)C, predict the reaction product. The product is: [NH:1]1[C:5]2[CH:6]=[CH:7][CH:8]=[CH:9][C:4]=2[N:3]=[C:2]1[CH:10]([OH:11])[C:12]1[CH:13]=[CH:14][C:15]([O:16][C:17]2[C:22]([CH:23]3[CH2:28][CH2:27][N:26]([C:29](=[O:31])[CH3:30])[CH2:25][CH2:24]3)=[CH:21][CH:20]=[CH:19][N:18]=2)=[CH:32][CH:33]=1.